From a dataset of Full USPTO retrosynthesis dataset with 1.9M reactions from patents (1976-2016). Predict the reactants needed to synthesize the given product. (1) Given the product [NH:39]1[CH2:40][CH2:41][CH:36]([C:33]2[CH:34]=[CH:35][C:30]([NH:29][C:21]3[N:20]=[C:19]([CH2:18][CH2:17][C:12]4[C:11]([CH2:10][C:9]([NH2:8])=[O:49])=[CH:16][CH:15]=[CH:14][N:13]=4)[C:24]([C:25]([F:28])([F:26])[F:27])=[CH:23][N:22]=3)=[CH:31][CH:32]=2)[CH2:37][CH2:38]1, predict the reactants needed to synthesize it. The reactants are: FC(F)(F)C(O)=O.[NH2:8][C:9](=[O:49])[CH2:10][C:11]1[C:12]([CH2:17][CH2:18][C:19]2[C:24]([C:25]([F:28])([F:27])[F:26])=[CH:23][N:22]=[C:21]([NH:29][C:30]3[CH:35]=[CH:34][C:33]([CH:36]4[CH2:41][CH2:40][N:39](C(OC(C)(C)C)=O)[CH2:38][CH2:37]4)=[CH:32][CH:31]=3)[N:20]=2)=[N:13][CH:14]=[CH:15][CH:16]=1. (2) Given the product [CH:23]1([CH2:26][N:27]([CH:35]2[CH2:40][CH2:39][N:38]([CH2:11][CH2:10][C@@H:9]([C:4]3[CH:5]=[C:6]([F:8])[CH:7]=[C:2]([F:1])[CH:3]=3)[CH:13]3[CH2:14][CH2:15][N:16]([S:19]([CH3:22])(=[O:21])=[O:20])[CH2:17][CH2:18]3)[CH2:37][CH2:36]2)[C:28](=[O:34])[O:29][C:30]([CH3:33])([CH3:31])[CH3:32])[CH2:25][CH2:24]1, predict the reactants needed to synthesize it. The reactants are: [F:1][C:2]1[CH:3]=[C:4]([C@@H:9]([CH:13]2[CH2:18][CH2:17][N:16]([S:19]([CH3:22])(=[O:21])=[O:20])[CH2:15][CH2:14]2)[CH2:10][CH:11]=O)[CH:5]=[C:6]([F:8])[CH:7]=1.[CH:23]1([CH2:26][N:27]([CH:35]2[CH2:40][CH2:39][NH:38][CH2:37][CH2:36]2)[C:28](=[O:34])[O:29][C:30]([CH3:33])([CH3:32])[CH3:31])[CH2:25][CH2:24]1.C(O[BH-](OC(=O)C)OC(=O)C)(=O)C.[Na+]. (3) Given the product [C:22]([O:26][C:27]([N:29]1[CH2:33][C@H:32]([O:34][C:35]2[C:44]3[C:39](=[CH:40][C:41]([O:45][CH3:46])=[CH:42][CH:43]=3)[N:38]=[C:37]([C:47]([O:49][CH3:50])=[O:48])[CH:36]=2)[CH2:31][C@H:30]1[C:51](=[O:52])[NH:12][C@:7]1([C:5]([O:4][CH2:2][CH3:3])=[O:6])[CH2:9][C@H:8]1[CH:10]=[CH2:11])=[O:28])([CH3:24])([CH3:25])[CH3:23], predict the reactants needed to synthesize it. The reactants are: Cl.[CH2:2]([O:4][C:5]([C@@:7]1([NH2:12])[CH2:9][C@H:8]1[CH:10]=[CH2:11])=[O:6])[CH3:3].CCN(C(C)C)C(C)C.[C:22]([O:26][C:27]([N:29]1[CH2:33][C@H:32]([O:34][C:35]2[C:44]3[C:39](=[CH:40][C:41]([O:45][CH3:46])=[CH:42][CH:43]=3)[N:38]=[C:37]([C:47]([O:49][CH3:50])=[O:48])[CH:36]=2)[CH2:31][C@H:30]1[C:51](O)=[O:52])=[O:28])([CH3:25])([CH3:24])[CH3:23].CN(C(ON1N=NC2C=CC=CC1=2)=[N+](C)C)C.[B-](F)(F)(F)F.